Dataset: Rat liver microsome stability data. Task: Regression/Classification. Given a drug SMILES string, predict its absorption, distribution, metabolism, or excretion properties. Task type varies by dataset: regression for continuous measurements (e.g., permeability, clearance, half-life) or binary classification for categorical outcomes (e.g., BBB penetration, CYP inhibition). Dataset: rlm. (1) The molecule is CC(C)(C)C(=O)N(CCN1[C@@H]2CC[C@H]1C[C@@H](c1cccc(C(N)=O)c1)C2)CC1CCCCC1. The result is 1 (stable in rat liver microsomes). (2) The molecule is COc1ccc2ncc(C(=O)N3CCN(C(=O)C4CC4)CC3)c(N3CCC4(CC3)OCCO4)c2c1. The result is 1 (stable in rat liver microsomes).